From a dataset of Full USPTO retrosynthesis dataset with 1.9M reactions from patents (1976-2016). Predict the reactants needed to synthesize the given product. (1) Given the product [F:1][C:2]1[CH:3]=[C:4]2[C:10]3([CH2:15][CH2:14][CH2:13][N:12]([C:16]([O:18][C:19]([CH3:21])([CH3:20])[CH3:22])=[O:17])[CH2:11]3)[C:9](=[O:23])[NH:8][C:5]2=[CH:6][CH:7]=1, predict the reactants needed to synthesize it. The reactants are: [F:1][C:2]1[CH:3]=[C:4]2[C:10]3([CH2:15][CH:14]=[CH:13][N:12]([C:16]([O:18][C:19]([CH3:22])([CH3:21])[CH3:20])=[O:17])[CH2:11]3)[C:9](=[O:23])[NH:8][C:5]2=[CH:6][CH:7]=1. (2) Given the product [C:14]([O:5][CH:2]([O:6][C:11](=[O:13])[CH3:12])[C:3]([Cl:20])=[O:4])(=[O:17])[CH3:15], predict the reactants needed to synthesize it. The reactants are: O.[C:2]([OH:6])(=[O:5])[CH:3]=[O:4].C(O[C:11](=[O:13])[CH3:12])(=O)C.[C:14]([OH:17])(=O)[CH3:15].S(Cl)([Cl:20])=O. (3) The reactants are: [NH2:1][C:2]1[N:7]=[C:6]([C:8]2[CH:13]=[CH:12][CH:11]=[CH:10][CH:9]=2)[CH:5]=[CH:4][N:3]=1.[ClH:14]. Given the product [ClH:14].[C:8]1([CH:6]2[NH:7][C:2]([NH2:1])=[N:3][CH2:4][CH2:5]2)[CH:9]=[CH:10][CH:11]=[CH:12][CH:13]=1, predict the reactants needed to synthesize it. (4) The reactants are: [Cl:1][C:2]1[CH:11]=[CH:10][C:9]2[C:8]([C:12]([NH:14][CH2:15][CH:16]3[CH2:21][CH2:20][CH2:19][CH2:18][CH2:17]3)=[O:13])=[C:7]([Cl:22])[CH:6]=[CH:5][C:4]=2[N:3]=1.[CH3:23][NH:24][CH2:25][CH2:26][CH2:27][NH:28][CH3:29]. Given the product [ClH:1].[ClH:1].[Cl:22][C:7]1[CH:6]=[CH:5][C:4]2[N:3]=[C:2]([N:24]([CH3:23])[CH2:25][CH2:26][CH2:27][NH:28][CH3:29])[CH:11]=[CH:10][C:9]=2[C:8]=1[C:12]([NH:14][CH2:15][CH:16]1[CH2:21][CH2:20][CH2:19][CH2:18][CH2:17]1)=[O:13], predict the reactants needed to synthesize it. (5) Given the product [ClH:26].[CH3:1][CH:2]([O:7][C:8]1[CH:9]=[CH:10][C:11]2[CH2:12][NH:13][CH2:14][CH2:15][O:16][C:17]=2[N:18]=1)[C:3]([CH3:6])([CH3:5])[CH3:4], predict the reactants needed to synthesize it. The reactants are: [CH3:1][CH:2]([O:7][C:8]1[CH:9]=[CH:10][C:11]2[CH2:12][N:13](C(OC(C)(C)C)=O)[CH2:14][CH2:15][O:16][C:17]=2[N:18]=1)[C:3]([CH3:6])([CH3:5])[CH3:4].[ClH:26].C(OCC)(=O)C. (6) Given the product [Cl:1][C:2]1[CH:3]=[C:4]2[C:8](=[CH:9][CH:10]=1)[N:7]([CH2:11][C:12]1[CH:13]=[C:14]([CH:19]=[CH:20][N:21]=1)[C:15]([OH:17])=[O:16])[N:6]=[CH:5]2, predict the reactants needed to synthesize it. The reactants are: [Cl:1][C:2]1[CH:3]=[C:4]2[C:8](=[CH:9][CH:10]=1)[N:7]([CH2:11][C:12]1[CH:13]=[C:14]([CH:19]=[CH:20][N:21]=1)[C:15]([O:17]C)=[O:16])[N:6]=[CH:5]2.O[Li].O.O.